This data is from Forward reaction prediction with 1.9M reactions from USPTO patents (1976-2016). The task is: Predict the product of the given reaction. Given the reactants S(C1C=CC(C)=CC=1)(O)(=O)=O.S(C1C=CC(C)=CC=1)(O)(=O)=O.C1(=O)[N:27]([C:28]([N:45]2C(=O)C3=CC=CC=C3C2=O)([CH2:34][CH2:35][CH2:36][CH2:37][CH2:38][CH2:39][CH2:40][CH2:41][CH2:42][CH2:43][CH3:44])[O:29][O:30][O:31][O:32][OH:33])C(=O)C2=CC=CC=C12.O.NN, predict the reaction product. The product is: [NH2:45][C:28]([NH2:27])([CH2:34][CH2:35][CH2:36][CH2:37][CH2:38][CH2:39][CH2:40][CH2:41][CH2:42][CH2:43][CH3:44])[O:29][O:30][O:31][O:32][OH:33].